This data is from Catalyst prediction with 721,799 reactions and 888 catalyst types from USPTO. The task is: Predict which catalyst facilitates the given reaction. (1) Reactant: [CH:1]1([C:4]2[CH:5]=[CH:6][C:7]([C:15]([OH:17])=O)=[N:8][C:9]=2[O:10][CH2:11][CH:12]2[CH2:14][CH2:13]2)[CH2:3][CH2:2]1.Cl.[CH2:19]([CH:21]([C:23]1[N:27]=[C:26]([CH3:28])[O:25][N:24]=1)[NH2:22])[CH3:20].CO. Product: [CH3:28][C:26]1[O:25][N:24]=[C:23]([CH:21]([NH:22][C:15]([C:7]2[CH:6]=[CH:5][C:4]([CH:1]3[CH2:2][CH2:3]3)=[C:9]([O:10][CH2:11][CH:12]3[CH2:13][CH2:14]3)[N:8]=2)=[O:17])[CH2:19][CH3:20])[N:27]=1. The catalyst class is: 194. (2) Reactant: [CH3:1][N:2]([CH3:12])[CH2:3][CH2:4][CH2:5][CH2:6][C@@H:7]([C:9]([OH:11])=[O:10])[NH2:8].[CH2:13]([C@@:17]1([CH2:40][CH3:41])[NH:23][C@H:22]([C:24]2[CH:29]=[CH:28][CH:27]=[CH:26][CH:25]=2)[C:21]2[CH:30]=[C:31]([O:36][CH3:37])[C:32]([CH:34]=O)=[CH:33][C:20]=2[S:19](=[O:39])(=[O:38])[CH2:18]1)[CH2:14][CH2:15][CH3:16].C1COCC1. Product: [NH4+:2].[CH2:13]([C@@:17]1([CH2:40][CH3:41])[NH:23][C@H:22]([C:24]2[CH:29]=[CH:28][CH:27]=[CH:26][CH:25]=2)[C:21]2[CH:30]=[C:31]([O:36][CH3:37])[C:32]([CH2:34][NH:8][C@H:7]([C:9]([O-:11])=[O:10])[CH2:6][CH2:5][CH2:4][CH2:3][N:2]([CH3:1])[CH3:12])=[CH:33][C:20]=2[S:19](=[O:38])(=[O:39])[CH2:18]1)[CH2:14][CH2:15][CH3:16]. The catalyst class is: 2.